Task: Predict the reactants needed to synthesize the given product.. Dataset: Full USPTO retrosynthesis dataset with 1.9M reactions from patents (1976-2016) Given the product [Cl:1][C:2]1[C:3]([O:15][CH:16]([CH3:18])[CH3:17])=[CH:4][C:5]([C:6]([NH:28][C:29]2[CH:30]=[CH:31][C:32]([C:33]([O:35][CH3:36])=[O:34])=[CH:37][CH:38]=2)=[O:8])=[CH:9][C:10]=1[O:11][CH:12]([CH3:14])[CH3:13], predict the reactants needed to synthesize it. The reactants are: [Cl:1][C:2]1[C:10]([O:11][CH:12]([CH3:14])[CH3:13])=[CH:9][C:5]([C:6]([OH:8])=O)=[CH:4][C:3]=1[O:15][CH:16]([CH3:18])[CH3:17].CCN(C(C)C)C(C)C.[NH2:28][C:29]1[CH:38]=[CH:37][C:32]([C:33]([O:35][CH3:36])=[O:34])=[CH:31][CH:30]=1.